Dataset: HIV replication inhibition screening data with 41,000+ compounds from the AIDS Antiviral Screen. Task: Binary Classification. Given a drug SMILES string, predict its activity (active/inactive) in a high-throughput screening assay against a specified biological target. (1) The drug is OC12OC3(c4ccc(C(F)(F)F)cc4)C4C5CC(C6C5C3C61)C42. The result is 0 (inactive). (2) The molecule is CC(=O)OCC1OC(N2C(c3ccccc3)=CC(c3ccccc3)C(C#N)=C2S)C(OC(C)=O)C(OC(C)=O)C1OC(C)=O. The result is 0 (inactive). (3) The compound is Nc1ncnc2c1ncn2-c1ccc([N+](=O)[O-])cn1. The result is 0 (inactive). (4) The compound is NNC(=O)C1C2c3ccccc3C(c3ccccc32)C1C(=O)O. The result is 0 (inactive). (5) The drug is Cc1cc(C)n2c(=O)[nH]nc2c1. The result is 0 (inactive). (6) The compound is CCC12C=CC[N+]3(CCc4c([nH]c5ccccc45)C3C1)C2.[O-][MgH]. The result is 0 (inactive). (7) The drug is CN1C(=O)c2ccccc2NC(=O)c2cnn(C)c21. The result is 0 (inactive).